This data is from Catalyst prediction with 721,799 reactions and 888 catalyst types from USPTO. The task is: Predict which catalyst facilitates the given reaction. Reactant: [Cl:1][C:2]1[C:10]([C:11]([O:13][CH3:14])=[O:12])=[CH:9][C:8]([CH3:15])=[C:7]2[C:3]=1[C:4](SC)=[CH:5][NH:6]2. Product: [Cl:1][C:2]1[C:10]([C:11]([O:13][CH3:14])=[O:12])=[CH:9][C:8]([CH3:15])=[C:7]2[C:3]=1[CH:4]=[CH:5][NH:6]2. The catalyst class is: 319.